This data is from Full USPTO retrosynthesis dataset with 1.9M reactions from patents (1976-2016). The task is: Predict the reactants needed to synthesize the given product. (1) Given the product [Cl:3][C:4]1[CH:5]=[C:6]([C:17]([F:19])([F:18])[F:16])[N:7]=[N:8][CH:9]=1, predict the reactants needed to synthesize it. The reactants are: [F-].[K+].[Cl:3][C:4]1[CH:5]=[C:6](I)[N:7]=[N:8][CH:9]=1.CN(C=O)C.[F:16][C:17]([Si](C)(C)C)([F:19])[F:18]. (2) Given the product [C:1]([O:4][CH:5]1[CH:10]=[CH:9][CH2:8][N:7]([C:12](=[O:25])[C@@H:13]([CH:22]([CH3:23])[CH3:24])[NH:14][C:15]([O:17][C:18]([CH3:20])([CH3:19])[CH3:21])=[O:16])[CH2:6]1)(=[O:3])[CH3:2], predict the reactants needed to synthesize it. The reactants are: [C:1]([O:4][CH:5]1[CH:10](Br)[CH2:9][CH2:8][N:7]([C:12](=[O:25])[C@H:13]([CH:22]([CH3:24])[CH3:23])[NH:14][C:15]([O:17][C:18]([CH3:21])([CH3:20])[CH3:19])=[O:16])[CH2:6]1)(=[O:3])[CH3:2].C1CCN2C(=NCCC2)CC1.